This data is from NCI-60 drug combinations with 297,098 pairs across 59 cell lines. The task is: Regression. Given two drug SMILES strings and cell line genomic features, predict the synergy score measuring deviation from expected non-interaction effect. (1) Drug 1: CC1=C2C(C(=O)C3(C(CC4C(C3C(C(C2(C)C)(CC1OC(=O)C(C(C5=CC=CC=C5)NC(=O)C6=CC=CC=C6)O)O)OC(=O)C7=CC=CC=C7)(CO4)OC(=O)C)O)C)OC(=O)C. Drug 2: B(C(CC(C)C)NC(=O)C(CC1=CC=CC=C1)NC(=O)C2=NC=CN=C2)(O)O. Cell line: NCI-H522. Synergy scores: CSS=70.6, Synergy_ZIP=-4.01, Synergy_Bliss=-7.94, Synergy_Loewe=-14.4, Synergy_HSA=-6.93. (2) Drug 1: C1C(C(OC1N2C=NC3=C(N=C(N=C32)Cl)N)CO)O. Drug 2: CNC(=O)C1=NC=CC(=C1)OC2=CC=C(C=C2)NC(=O)NC3=CC(=C(C=C3)Cl)C(F)(F)F. Cell line: HCT-15. Synergy scores: CSS=40.8, Synergy_ZIP=2.32, Synergy_Bliss=2.67, Synergy_Loewe=-34.0, Synergy_HSA=-0.544.